Dataset: Catalyst prediction with 721,799 reactions and 888 catalyst types from USPTO. Task: Predict which catalyst facilitates the given reaction. (1) Reactant: [OH:1][C:2]1[CH:9]=[CH:8][C:5]([CH:6]=O)=[CH:4][CH:3]=1.[S:10]1[CH2:14][C:13](=[O:15])[NH:12][C:11]1=[O:16].C(O)(=O)C1C=CC=CC=1.N1CCCCC1. Product: [OH:1][C:2]1[CH:9]=[CH:8][C:5]([CH:6]=[C:14]2[S:10][C:11](=[O:16])[NH:12][C:13]2=[O:15])=[CH:4][CH:3]=1. The catalyst class is: 11. (2) Reactant: [F:1][C:2]([F:25])([F:24])[C:3]1[N:8]=[C:7]([NH:9][C:10]2[CH:15]=[CH:14][N:13]3[N:16]=[CH:17][C:18]([C:19]([O:21]CC)=[O:20])=[C:12]3[N:11]=2)[CH:6]=[CH:5][CH:4]=1.[OH-].[Na+]. Product: [F:24][C:2]([F:1])([F:25])[C:3]1[N:8]=[C:7]([NH:9][C:10]2[CH:15]=[CH:14][N:13]3[N:16]=[CH:17][C:18]([C:19]([OH:21])=[O:20])=[C:12]3[N:11]=2)[CH:6]=[CH:5][CH:4]=1. The catalyst class is: 8. (3) Reactant: C(OC([N:6]1[CH:11]2[CH2:12][CH2:13][CH:7]1[CH2:8][CH:9]([N:14]1[CH:18]=[C:17]([C:19]3[CH:20]=[N:21][C:22]([NH:34]C(OCC)=O)=[C:23]([C:25]4[S:26][C:27]5[CH:33]=[CH:32][CH:31]=[CH:30][C:28]=5[N:29]=4)[CH:24]=3)[CH:16]=[N:15]1)[CH2:10]2)=O)C.[OH-].[K+].O.NN.O. Product: [CH:11]12[NH:6][CH:7]([CH2:13][CH2:12]1)[CH2:8][CH:9]([N:14]1[CH:18]=[C:17]([C:19]3[CH:24]=[C:23]([C:25]4[S:26][C:27]5[CH:33]=[CH:32][CH:31]=[CH:30][C:28]=5[N:29]=4)[C:22]([NH2:34])=[N:21][CH:20]=3)[CH:16]=[N:15]1)[CH2:10]2. The catalyst class is: 196. (4) Reactant: [NH2:1][CH2:2][C:3]1[CH:10]=[CH:9][C:6]([C:7]#[N:8])=[CH:5][CH:4]=1.[CH:11](=O)[CH2:12][CH2:13][CH3:14].[BH4-].[Na+].C(OCC)(=O)C. Product: [CH2:11]([NH:8][CH2:7][C:6]1[CH:9]=[CH:10][C:3]([C:2]#[N:1])=[CH:4][CH:5]=1)[CH2:12][CH2:13][CH3:14]. The catalyst class is: 5. (5) Reactant: Cl[C:2]1[N:7]=[CH:6][C:5]([N+:8]([O-:10])=[O:9])=[CH:4][N:3]=1.[NH:11]1[CH:15]=[N:14][N:13]=[N:12]1.C(N(CC)CC)C.O. Product: [N+:8]([C:5]1[CH:4]=[N:3][C:2]([N:11]2[CH:15]=[N:14][N:13]=[N:12]2)=[N:7][CH:6]=1)([O-:10])=[O:9]. The catalyst class is: 3. (6) Reactant: [CH3:1][C:2]1[C:9]([C:10]2[S:11][C:12]([C:21]([NH2:23])=O)=[C:13]([C:15]3[CH:20]=[CH:19][CH:18]=[CH:17][CH:16]=3)[N:14]=2)=[C:5]2[S:6][CH:7]=[CH:8][N:4]2[N:3]=1.CC[N+](S(N=C(OC)[O-])(=O)=O)(CC)CC.C(OCC)(=O)C.C(=O)(O)[O-].[Na+]. Product: [CH3:1][C:2]1[C:9]([C:10]2[S:11][C:12]([C:21]#[N:23])=[C:13]([C:15]3[CH:20]=[CH:19][CH:18]=[CH:17][CH:16]=3)[N:14]=2)=[C:5]2[S:6][CH:7]=[CH:8][N:4]2[N:3]=1. The catalyst class is: 7. (7) Reactant: Cl.[CH2:2]([NH:4][C:5]([C:7]1[S:33][C:10]2[N:11]=[C:12]([NH2:32])[N:13]=[C:14]([C:15]3[CH:20]=[C:19]([O:21][CH2:22][CH:23](OCC)[O:24]CC)[C:18]([Cl:30])=[CH:17][C:16]=3[Cl:31])[C:9]=2[CH:8]=1)=[O:6])[CH3:3].ClCCl.[BH4-].[Na+]. Product: [CH2:2]([NH:4][C:5]([C:7]1[S:33][C:10]2[N:11]=[C:12]([NH2:32])[N:13]=[C:14]([C:15]3[CH:20]=[C:19]([O:21][CH2:22][CH2:23][OH:24])[C:18]([Cl:30])=[CH:17][C:16]=3[Cl:31])[C:9]=2[CH:8]=1)=[O:6])[CH3:3]. The catalyst class is: 1. (8) Reactant: [OH:1][C:2]1[CH:9]=[C:8]([O:10][CH3:11])[CH:7]=[C:6]([O:12][CH3:13])[C:3]=1[CH:4]=O.[I-].[K+].[C:16](=O)([O-])[O-].[Cs+].[Cs+].Cl[CH2:23][C:24](=[O:26])C. Product: [CH3:16][O:1][C:2]1[C:3]2[CH:4]=[C:13]([C:24](=[O:26])[CH3:23])[O:12][C:6]=2[CH:7]=[C:8]([O:10][CH3:11])[CH:9]=1. The catalyst class is: 245.